Dataset: Reaction yield outcomes from USPTO patents with 853,638 reactions. Task: Predict the reaction yield, written as a fraction of the theoretical maximum amount of product (1.0 means a 100% yield; for example, 0.34 means a 34% yield). (1) The reactants are [Br:1][C:2]1[N:7]=[C:6]2[S:8][C:9]([CH2:11]Br)=[N:10][C:5]2=[CH:4][CH:3]=1.[F:13][C:14]1[C:22]([OH:23])=[CH:21][CH:20]=[C:19]([F:24])[C:15]=1[C:16]([NH2:18])=[O:17].C(=O)([O-])[O-].[K+].[K+]. The catalyst is CN(C=O)C. The product is [Br:1][C:2]1[N:7]=[C:6]2[S:8][C:9]([CH2:11][O:23][C:22]3[C:14]([F:13])=[C:15]([C:19]([F:24])=[CH:20][CH:21]=3)[C:16]([NH2:18])=[O:17])=[N:10][C:5]2=[CH:4][CH:3]=1. The yield is 0.690. (2) The reactants are [CH3:1][N:2]1[C:10]2[C:5](=[CH:6][C:7]([CH:11]([C:13]3[N:17]4[N:18]=[C:19]([C:22](=O)[CH3:23])[CH:20]=[CH:21][C:16]4=[N:15][CH:14]=3)[CH3:12])=[CH:8][CH:9]=2)[CH:4]=[N:3]1.[NH:25]([C:27]([NH2:29])=[O:28])[NH2:26]. No catalyst specified. The product is [CH3:1][N:2]1[C:10]2[C:5](=[CH:6][C:7]([CH:11]([C:13]3[N:17]4[N:18]=[C:19](/[C:22](=[N:26]/[NH:25][C:27]([NH2:29])=[O:28])/[CH3:23])[CH:20]=[CH:21][C:16]4=[N:15][CH:14]=3)[CH3:12])=[CH:8][CH:9]=2)[CH:4]=[N:3]1. The yield is 0.590. (3) The reactants are Br[C:2]1[CH:3]=[C:4]2[C:9](=[CH:10][CH:11]=1)[N:8]([C:12]1[CH:17]=[CH:16][C:15]([F:18])=[CH:14][CH:13]=1)[CH:7]=[C:6]([C:19]([O:21]CC)=[O:20])[C:5]2=[O:24].[OH-:25].[K+].C(P(C(C)(C)C)C1C=CC=CC=1C1C(C(C)C)=CC(C(C)C)=CC=1C(C)C)(C)(C)C.Cl. The catalyst is O1CCOCC1.O.C(OCC)(=O)C.C1C=CC(/C=C/C(/C=C/C2C=CC=CC=2)=O)=CC=1.C1C=CC(/C=C/C(/C=C/C2C=CC=CC=2)=O)=CC=1.C1C=CC(/C=C/C(/C=C/C2C=CC=CC=2)=O)=CC=1.[Pd].[Pd]. The product is [F:18][C:15]1[CH:16]=[CH:17][C:12]([N:8]2[C:9]3[C:4](=[CH:3][C:2]([OH:25])=[CH:11][CH:10]=3)[C:5](=[O:24])[C:6]([C:19]([OH:21])=[O:20])=[CH:7]2)=[CH:13][CH:14]=1. The yield is 0.990. (4) The reactants are [NH2:1][C:2]1[N:7]=[CH:6][N:5]=[C:4]2[N:8]([CH:12]([C:14]3[C:15]([O:33][CH2:34][CH3:35])=[C:16]([C:22]4[CH:23]=[CH:24][C:25]([C:28]([N:30]([CH3:32])[CH3:31])=[O:29])=[N:26][CH:27]=4)[C:17]([CH3:21])=[C:18]([Cl:20])[CH:19]=3)[CH3:13])[N:9]=[C:10](I)[C:3]=12.[CH3:36][C:37]1(C)C(C)(C)OB(C=C)O1.C(=O)([O-])[O-].[Na+].[Na+]. The catalyst is CN(C)C=O.O.C1C=CC([P]([Pd]([P](C2C=CC=CC=2)(C2C=CC=CC=2)C2C=CC=CC=2)([P](C2C=CC=CC=2)(C2C=CC=CC=2)C2C=CC=CC=2)[P](C2C=CC=CC=2)(C2C=CC=CC=2)C2C=CC=CC=2)(C2C=CC=CC=2)C2C=CC=CC=2)=CC=1. The product is [NH2:1][C:2]1[N:7]=[CH:6][N:5]=[C:4]2[N:8]([CH:12]([C:14]3[C:15]([O:33][CH2:34][CH3:35])=[C:16]([C:22]4[CH:23]=[CH:24][C:25]([C:28]([N:30]([CH3:32])[CH3:31])=[O:29])=[N:26][CH:27]=4)[C:17]([CH3:21])=[C:18]([Cl:20])[CH:19]=3)[CH3:13])[N:9]=[C:10]([CH:36]=[CH2:37])[C:3]=12. The yield is 0.860. (5) The reactants are C(O[C:4](=[O:22])[CH2:5][C:6]1[NH:10][C:9]2[CH:11]=[C:12]([N:15]3[CH2:20][CH2:19][N:18]([CH3:21])[CH2:17][CH2:16]3)[CH:13]=[CH:14][C:8]=2[N:7]=1)C.[NH2:23][C:24]1[CH:31]=[CH:30][CH:29]=[C:28]([F:32])[C:25]=1[C:26]#[N:27].C[Si]([N-][Si](C)(C)C)(C)C.[K+].[K]. The catalyst is C1COCC1. The product is [NH2:27][C:26]1[C:25]2[C:24](=[CH:31][CH:30]=[CH:29][C:28]=2[F:32])[NH:23][C:4](=[O:22])[C:5]=1[C:6]1[NH:10][C:9]2[CH:11]=[C:12]([N:15]3[CH2:16][CH2:17][N:18]([CH3:21])[CH2:19][CH2:20]3)[CH:13]=[CH:14][C:8]=2[N:7]=1. The yield is 0.479. (6) The reactants are [CH3:1][N:2]1[C:20]2[C:11]3=[CH:12][C:13]4[CH:14]=[CH:15][N:16]([CH3:19])[C:17]=4[CH:18]=[C:10]3[CH:9]=[CH:8][CH2:7][C:6]=2[CH:5]=[C:4]([C:21]([OH:23])=[O:22])[C:3]1=[O:24]. The catalyst is CCOC(C)=O.C(Cl)Cl.[Pd]. The product is [CH3:1][N:2]1[C:20]2[C:11]3=[CH:12][C:13]4[CH:14]=[CH:15][N:16]([CH3:19])[C:17]=4[CH:18]=[C:10]3[CH2:9][CH2:8][CH2:7][C:6]=2[CH:5]=[C:4]([C:21]([OH:23])=[O:22])[C:3]1=[O:24]. The yield is 0.930. (7) The reactants are [NH2:1][C:2]1[CH:7]=[C:6]([CH3:8])[C:5]([Br:9])=[CH:4][C:3]=1[OH:10].[Yb+3].F[C:13](F)(F)S([O-])(=O)=O.FC(F)(F)S([O-])(=O)=O.FC(F)(F)S([O-])(=O)=O.C(OC)(OC)OC. The catalyst is CCO.CC(=O)OCC.CCCCCC. The product is [Br:9][C:5]1[C:6]([CH3:8])=[CH:7][C:2]2[N:1]=[CH:13][O:10][C:3]=2[CH:4]=1. The yield is 0.380. (8) The reactants are [OH-:1].[Na+].[CH3:3][C:4]1[C:12]2[C:7](=[N:8][CH:9]=[CH:10][CH:11]=2)[NH:6][N:5]=1.[O-][Mn](=O)(=O)=O.[K+].C[OH:20]. The catalyst is O.C(Cl)Cl. The product is [NH:6]1[C:7]2=[N:8][CH:9]=[CH:10][CH:11]=[C:12]2[C:4]([C:3]([OH:20])=[O:1])=[N:5]1. The yield is 0.810.